Dataset: Forward reaction prediction with 1.9M reactions from USPTO patents (1976-2016). Task: Predict the product of the given reaction. (1) Given the reactants [CH3:1][C:2]1([CH3:22])[C:7]([CH3:9])([CH3:8])[O:6][C:5](OC2C=CC([N+]([O-])=O)=CC=2)=[N:4][S:3]1(=[O:21])=[O:20].[F:23][C:24]1[CH:29]=[CH:28][CH:27]=[CH:26][C:25]=1[C@@H:30]([NH2:32])[CH3:31], predict the reaction product. The product is: [F:23][C:24]1[CH:29]=[CH:28][CH:27]=[CH:26][C:25]=1[C@@H:30]([NH:32][C:5]1[O:6][C:7]([CH3:8])([CH3:9])[C:2]([CH3:1])([CH3:22])[S:3](=[O:20])(=[O:21])[N:4]=1)[CH3:31]. (2) Given the reactants C(N(CC)CC)C.Cl.[F:9][C:10]1[CH:15]=[CH:14][C:13]([NH:16][NH2:17])=[CH:12][CH:11]=1.Br[CH2:19][C:20]1[CH:21]=[N:22][CH:23]=[C:24]([F:26])[CH:25]=1, predict the reaction product. The product is: [F:26][C:24]1[CH:23]=[N:22][CH:21]=[C:20]([CH2:19][N:16]([C:13]2[CH:14]=[CH:15][C:10]([F:9])=[CH:11][CH:12]=2)[NH2:17])[CH:25]=1. (3) Given the reactants [CH3:1][N:2]([CH3:23])[C:3]([C:5]1[C:10](=[O:11])[N:9]([C:12]2[CH:17]=[CH:16][CH:15]=[C:14]([C:18]([F:21])([F:20])[F:19])[CH:13]=2)[C:8]([CH3:22])=[CH:7][N:6]=1)=[O:4].[Br:24]N1C(=O)CCC1=O, predict the reaction product. The product is: [Br:24][C:7]1[N:6]=[C:5]([C:3]([N:2]([CH3:23])[CH3:1])=[O:4])[C:10](=[O:11])[N:9]([C:12]2[CH:17]=[CH:16][CH:15]=[C:14]([C:18]([F:21])([F:19])[F:20])[CH:13]=2)[C:8]=1[CH3:22]. (4) Given the reactants [CH3:1][O:2][C:3]1[CH:8]=[CH:7][C:6]([C@@H:9]2[C@@H:14]([O:15][CH:16](CCCOC)[C:17]3[CH:18]=[CH:19][C:20]4[O:25][CH2:24][CH2:23][NH:22][C:21]=4[CH:26]=3)[CH2:13][N:12]([S:32]([C:35]3[CH:40]=[CH:39][C:38]([CH3:41])=[CH:37][CH:36]=3)(=[O:34])=[O:33])[C@H:11]([CH2:42][C:43]([CH3:48])([CH3:47])[C:44](O)=[O:45])[CH2:10]2)=[CH:5][CH:4]=1.[CH3:49][NH2:50], predict the reaction product. The product is: [CH3:1][O:2][C:3]1[CH:8]=[CH:7][C:6]([C@@H:9]2[C@@H:14]([O:15][CH2:16][C:17]3[CH:18]=[CH:19][C:20]4[O:25][CH2:24][CH2:23][N:22]([CH2:5][CH2:4][CH2:3][O:2][CH3:1])[C:21]=4[CH:26]=3)[CH2:13][N:12]([S:32]([C:35]3[CH:40]=[CH:39][C:38]([CH3:41])=[CH:37][CH:36]=3)(=[O:33])=[O:34])[C@H:11]([CH2:42][C:43]([CH3:47])([CH3:48])[C:44]([NH:50][CH3:49])=[O:45])[CH2:10]2)=[CH:5][CH:4]=1.